This data is from Forward reaction prediction with 1.9M reactions from USPTO patents (1976-2016). The task is: Predict the product of the given reaction. Given the reactants [CH2:1]([O:4][C:5]1[CH:14]=[C:13]([O:15][CH3:16])[CH:12]=[CH:11][C:6]=1[C:7]([O:9]C)=[O:8])[CH:2]=[CH2:3].[OH-].[K+], predict the reaction product. The product is: [CH2:1]([O:4][C:5]1[CH:14]=[C:13]([O:15][CH3:16])[CH:12]=[CH:11][C:6]=1[C:7]([OH:9])=[O:8])[CH:2]=[CH2:3].